Dataset: Full USPTO retrosynthesis dataset with 1.9M reactions from patents (1976-2016). Task: Predict the reactants needed to synthesize the given product. (1) Given the product [CH3:1][O:2][C:3]1[CH:4]=[C:5]([NH:13][C:14]([NH:44][C:43]2[CH:45]=[CH:46][CH:47]=[C:41]([O:40][C:28]3[C:27]4[C:32](=[CH:33][C:34]([O:35][CH2:36][CH2:37][O:38][CH3:39])=[C:25]([O:24][CH3:23])[CH:26]=4)[N:31]=[CH:30][N:29]=3)[CH:42]=2)=[O:22])[CH:6]=[CH:7][C:8]=1[C:9]([F:10])([F:11])[F:12], predict the reactants needed to synthesize it. The reactants are: [CH3:1][O:2][C:3]1[CH:4]=[C:5]([NH:13][C:14](=[O:22])OC2C=CC=CC=2)[CH:6]=[CH:7][C:8]=1[C:9]([F:12])([F:11])[F:10].[CH3:23][O:24][C:25]1[CH:26]=[C:27]2[C:32](=[CH:33][C:34]=1[O:35][CH2:36][CH2:37][O:38][CH3:39])[N:31]=[CH:30][N:29]=[C:28]2[O:40][C:41]1[CH:42]=[C:43]([CH:45]=[CH:46][CH:47]=1)[NH2:44].C(N(C(C)C)CC)(C)C. (2) Given the product [Br:1][C:2]1[CH:3]=[CH:4][C:5]([Cl:10])=[C:6]([CH:7]([OH:8])[CH2:12][C:11]#[N:13])[CH:9]=1, predict the reactants needed to synthesize it. The reactants are: [Br:1][C:2]1[CH:3]=[CH:4][C:5]([Cl:10])=[C:6]([CH:9]=1)[CH:7]=[O:8].[C:11](#[N:13])[CH3:12].